This data is from Full USPTO retrosynthesis dataset with 1.9M reactions from patents (1976-2016). The task is: Predict the reactants needed to synthesize the given product. (1) Given the product [CH2:18]([O:20][C:21]([CH:23]1[CH2:28][CH2:27][CH2:26][CH2:25][CH:24]1[N:29]([CH2:30][C:31]1[CH:32]=[CH:33][C:34]([F:37])=[CH:35][CH:36]=1)[C:13](=[O:15])[CH2:12][C:7]1[NH:6][C:5]2[CH:16]=[CH:17][C:2]([I:1])=[CH:3][C:4]=2[S:9](=[O:10])(=[O:11])[N:8]=1)=[O:22])[CH3:19], predict the reactants needed to synthesize it. The reactants are: [I:1][C:2]1[CH:17]=[CH:16][C:5]2[NH:6][C:7]([CH2:12][C:13]([OH:15])=O)=[N:8][S:9](=[O:11])(=[O:10])[C:4]=2[CH:3]=1.[CH2:18]([O:20][C:21]([CH:23]1[CH2:28][CH2:27][CH2:26][CH2:25][CH:24]1[NH:29][CH2:30][C:31]1[CH:36]=[CH:35][C:34]([F:37])=[CH:33][CH:32]=1)=[O:22])[CH3:19].Cl.CN(C)CCCN=C=NCC.CN1CCOCC1. (2) Given the product [Cl:4][C:5]1[CH:10]=[CH:9][N:8]=[C:7]([C:11]([NH:1][NH2:2])=[O:13])[CH:6]=1, predict the reactants needed to synthesize it. The reactants are: [NH2:1][NH2:2].Cl.[Cl:4][C:5]1[CH:10]=[CH:9][N:8]=[C:7]([C:11]([O:13]C)=O)[CH:6]=1.C1COCC1. (3) Given the product [C:2]([O:7][C@@H:8]1[C@@H:9]([CH2:20][C:21]2[C:30]3[C:25](=[CH:26][CH:27]=[CH:28][CH:29]=3)[CH:24]=[CH:23][CH:22]=2)[CH2:10][O:11][CH2:12][C@H:13]([NH:19][C:73](=[O:74])[C:66]2[C:65]([OH:64])=[C:70]([O:71][CH3:72])[CH:69]=[CH:68][N:67]=2)[C:14](=[O:18])[O:15][C@H:16]1[CH3:17])(=[O:6])[CH:3]([CH3:5])[CH3:4], predict the reactants needed to synthesize it. The reactants are: [Cl-].[C:2]([O:7][C@H:8]1[C@H:16]([CH3:17])[O:15][C:14](=[O:18])[C@@H:13]([NH3+:19])[CH2:12][O:11][CH2:10][C@@H:9]1[CH2:20][C:21]1[C:30]2[C:25](=[CH:26][CH:27]=[CH:28][CH:29]=2)[CH:24]=[CH:23][CH:22]=1)(=[O:6])[CH:3]([CH3:5])[CH3:4].C1CN([P+](ON2N=NC3C=CC=CC2=3)(N2CCCC2)N2CCCC2)CC1.F[P-](F)(F)(F)(F)F.[OH:64][C:65]1[C:66]([C:73](O)=[O:74])=[N:67][CH:68]=[CH:69][C:70]=1[O:71][CH3:72].C(N(C(C)C)C(C)C)C. (4) Given the product [CH3:11][O:12][C:13]([C@@H:14]([N:15]1[CH2:16][C:17]2[CH:24]=[CH:23][S:22][C:18]=2[CH2:19][CH2:20]1)[C:25]1[CH:30]=[CH:29][CH:28]=[CH:27][C:26]=1[Cl:31])=[O:32], predict the reactants needed to synthesize it. The reactants are: [I-].[Na+].Cl[Si](CC)(CC)CC.[CH3:11][O:12][C:13](=[O:32])[C@H:14]([C:25]1[CH:30]=[CH:29][CH:28]=[CH:27][C:26]=1[Cl:31])[N:15]1[CH2:20][CH:19](O)[C:18]2[S:22][CH:23]=[CH:24][C:17]=2[CH2:16]1.C(=O)(O)[O-].[Na+]. (5) Given the product [C:6]([NH:5][C@H:4]([C:3]([OH:16])=[O:2])[CH2:12][CH2:13][CH2:14][CH3:15])(=[O:11])[CH2:7][CH2:8][CH:9]=[CH2:10], predict the reactants needed to synthesize it. The reactants are: C[O:2][C:3](=[O:16])[C@H:4]([CH2:12][CH2:13][CH2:14][CH3:15])[NH:5][C:6](=[O:11])[CH2:7][CH2:8][CH:9]=[CH2:10].[OH-].[Na+].Cl.